Predict the product of the given reaction. From a dataset of Forward reaction prediction with 1.9M reactions from USPTO patents (1976-2016). (1) Given the reactants [OH:1][C@@H:2]([CH2:17][N:18]1[CH2:23][CH2:22][O:21][CH2:20][CH2:19]1)[CH2:3][N:4]1[CH2:9][CH2:8][C:7]2[NH:10][C:11]([CH:14]=O)=[C:12]([CH3:13])[C:6]=2[C:5]1=[O:16].[F:24][C:25]1[CH:26]=[C:27]2[C:31](=[CH:32][C:33]=1[NH:34][C:35](=[O:40])[C:36]([OH:39])([CH3:38])[CH3:37])[NH:30][C:29](=[O:41])[CH2:28]2.N1CCCCC1, predict the reaction product. The product is: [F:24][C:25]1[CH:26]=[C:27]2[C:31](=[CH:32][C:33]=1[NH:34][C:35](=[O:40])[C:36]([OH:39])([CH3:38])[CH3:37])[NH:30][C:29](=[O:41])/[C:28]/2=[CH:14]\[C:11]1[NH:10][C:7]2[CH2:8][CH2:9][N:4]([CH2:3][C@@H:2]([OH:1])[CH2:17][N:18]3[CH2:19][CH2:20][O:21][CH2:22][CH2:23]3)[C:5](=[O:16])[C:6]=2[C:12]=1[CH3:13]. (2) The product is: [CH2:18]([O:17][C:14]1[CH:15]=[CH:16][C:11]([O:10][CH2:9][C:6]2([C:4]([OH:5])=[O:3])[CH2:7][CH2:8]2)=[C:12]([CH3:26])[C:13]=1[CH3:25])[C:19]1[CH:20]=[CH:21][CH:22]=[CH:23][CH:24]=1. Given the reactants C([O:3][C:4]([C:6]1([CH2:9][O:10][C:11]2[CH:16]=[CH:15][C:14]([O:17][CH2:18][C:19]3[CH:24]=[CH:23][CH:22]=[CH:21][CH:20]=3)=[C:13]([CH3:25])[C:12]=2[CH3:26])[CH2:8][CH2:7]1)=[O:5])C.[OH-].[Na+].O.Cl, predict the reaction product. (3) Given the reactants Br[C:2]1[C:3]([C:18]2[CH:23]=[C:22]([O:24][CH3:25])[CH:21]=[C:20]([O:26][CH3:27])[CH:19]=2)=[C:4]([C:9]2[C:14]([F:15])=[CH:13][C:12]([F:16])=[CH:11][C:10]=2[F:17])[C:5]([CH3:8])=[N:6][CH:7]=1.[F:28][C:29]1[CH:34]=[CH:33][CH:32]=[CH:31][C:30]=1B(O)O.P([O-])([O-])([O-])=O.[K+].[K+].[K+].C1(P(C2CCCCC2)C2C=CC=CC=2C2C(OC)=CC=CC=2OC)CCCCC1, predict the reaction product. The product is: [CH3:27][O:26][C:20]1[CH:19]=[C:18]([C:3]2[C:2]([C:30]3[CH:31]=[CH:32][CH:33]=[CH:34][C:29]=3[F:28])=[CH:7][N:6]=[C:5]([CH3:8])[C:4]=2[C:9]2[C:14]([F:15])=[CH:13][C:12]([F:16])=[CH:11][C:10]=2[F:17])[CH:23]=[C:22]([O:24][CH3:25])[CH:21]=1.